From a dataset of Reaction yield outcomes from USPTO patents with 853,638 reactions. Predict the reaction yield, written as a fraction of the theoretical maximum amount of product (1.0 means a 100% yield; for example, 0.34 means a 34% yield). (1) The reactants are [O:1]=[C:2]1[N:11]([C:12]2[CH:17]=[CH:16][C:15]([NH:18][C:19]([NH:21][S:22]([C:25]3[S:26][C:27]([N+:30]([O-])=O)=[CH:28][CH:29]=3)(=[O:24])=[O:23])=[O:20])=[CH:14][CH:13]=2)[C:10](=[O:33])[C:9]2[C:4](=[CH:5][CH:6]=[CH:7][CH:8]=2)[NH:3]1.C(N(CC)CC)C. The catalyst is CO.[Pd]. The product is [NH2:30][C:27]1[S:26][C:25]([S:22]([NH:21][C:19]([NH:18][C:15]2[CH:16]=[CH:17][C:12]([N:11]3[C:10](=[O:33])[C:9]4[C:4](=[CH:5][CH:6]=[CH:7][CH:8]=4)[NH:3][C:2]3=[O:1])=[CH:13][CH:14]=2)=[O:20])(=[O:23])=[O:24])=[CH:29][CH:28]=1. The yield is 0.330. (2) The reactants are [NH2:1][CH2:2][C:3]1[CH:4]=[C:5]2[C:10](=[CH:11][CH:12]=1)[N:9]=[C:8]([NH:13][CH2:14][C:15]1[CH:20]=[CH:19][CH:18]=[CH:17][C:16]=1[O:21][CH3:22])[CH:7]=[CH:6]2.[F:23][C:24]1[CH:31]=[CH:30][C:27]([CH:28]=O)=[CH:26][CH:25]=1.C(O)(=O)C. The catalyst is ClCCCl. The product is [F:23][C:24]1[CH:31]=[CH:30][C:27]([CH2:28][NH:1][CH2:2][C:3]2[CH:4]=[C:5]3[C:10](=[CH:11][CH:12]=2)[N:9]=[C:8]([NH:13][CH2:14][C:15]2[CH:20]=[CH:19][CH:18]=[CH:17][C:16]=2[O:21][CH3:22])[CH:7]=[CH:6]3)=[CH:26][CH:25]=1. The yield is 0.530. (3) The reactants are [Br:1][C:2]1[CH:7]=[C:6]([N+:8]([O-:10])=[O:9])[CH:5]=[C:4]([CH2:11]Br)[CH:3]=1.[C-:13]#[N:14].[K+]. The catalyst is C(O)C.O. The product is [Br:1][C:2]1[CH:3]=[C:4]([CH2:11][C:13]#[N:14])[CH:5]=[C:6]([N+:8]([O-:10])=[O:9])[CH:7]=1. The yield is 0.310. (4) The reactants are [N:1]1[C:10]2[C:5](=[CH:6][CH:7]=[CH:8][CH:9]=2)[CH:4]=[CH:3][C:2]=1[N:11]1[CH2:14][CH:13]([O:15][C:16]2[C:17]([N:22]3[CH2:27][CH2:26][CH:25]([OH:28])[CH2:24][CH2:23]3)=[N:18][CH:19]=[CH:20][N:21]=2)[CH2:12]1.CC(OI1(OC(C)=O)(OC(C)=O)OC(=O)C2C=CC=CC1=2)=O.CCOC(C)=O. The catalyst is C(Cl)Cl. The product is [N:1]1[C:10]2[C:5](=[CH:6][CH:7]=[CH:8][CH:9]=2)[CH:4]=[CH:3][C:2]=1[N:11]1[CH2:14][CH:13]([O:15][C:16]2[C:17]([N:22]3[CH2:27][CH2:26][C:25](=[O:28])[CH2:24][CH2:23]3)=[N:18][CH:19]=[CH:20][N:21]=2)[CH2:12]1. The yield is 0.800.